Dataset: Forward reaction prediction with 1.9M reactions from USPTO patents (1976-2016). Task: Predict the product of the given reaction. (1) Given the reactants [CH3:1][CH:2]([CH3:30])[CH2:3][C@H:4]([NH:22][C:23](=[O:29])[O:24][C:25]([CH3:28])([CH3:27])[CH3:26])[CH2:5][O:6][C:7]1[CH:8]=[CH:9][C:10]2[C:20]3[C:15](=[CH:16][N:17]=[CH:18][CH:19]=3)[C:14](=[O:21])[O:13][C:11]=2[CH:12]=1.C1C(=O)N([Br:38])C(=O)C1.O, predict the reaction product. The product is: [Br:38][C:8]1[C:7]([O:6][CH2:5][C@@H:4]([NH:22][C:23](=[O:29])[O:24][C:25]([CH3:28])([CH3:27])[CH3:26])[CH2:3][CH:2]([CH3:30])[CH3:1])=[CH:12][C:11]2[O:13][C:14](=[O:21])[C:15]3[C:20]([C:10]=2[CH:9]=1)=[CH:19][CH:18]=[N:17][CH:16]=3. (2) Given the reactants [NH:1]([C:3]([CH:5]1[CH2:10][CH2:9][N:8]([C:11]([O:13][C:14]([CH3:17])([CH3:16])[CH3:15])=[O:12])[CH2:7][CH2:6]1)=[O:4])[NH2:2].[C:18](N1C=CN=C1)(N1C=CN=C1)=[S:19].[CH3:30]I, predict the reaction product. The product is: [CH3:30][S:19][C:18]1[O:4][C:3]([CH:5]2[CH2:10][CH2:9][N:8]([C:11]([O:13][C:14]([CH3:17])([CH3:16])[CH3:15])=[O:12])[CH2:7][CH2:6]2)=[N:1][N:2]=1. (3) Given the reactants [CH2:1]([C@H:3]1[CH2:8][CH2:7][C@H:6]([NH:9][C:10]([C@@H:12]2[CH2:14][C@H:13]2[CH2:15]OS(C)(=O)=O)=[O:11])[CH2:5][CH2:4]1)[CH3:2].Cl.[Cl:22][C:23]1[CH:28]=[CH:27][C:26]([N:29]2[CH2:34][CH2:33][NH:32][CH2:31][CH2:30]2)=[CH:25][CH:24]=1.Cl.ClC1C=C(N2CCNCC2)C=CC=1, predict the reaction product. The product is: [CH2:1]([C@H:3]1[CH2:8][CH2:7][C@H:6]([NH:9][C:10]([C@@H:12]2[CH2:14][C@H:13]2[CH2:15][N:32]2[CH2:31][CH2:30][N:29]([C:26]3[CH:25]=[CH:24][C:23]([Cl:22])=[CH:28][CH:27]=3)[CH2:34][CH2:33]2)=[O:11])[CH2:5][CH2:4]1)[CH3:2]. (4) The product is: [Cl:1][C:2]1[N:7]=[C:6]([S:8][CH2:9][CH2:10][CH3:11])[N:5]=[C:4]2[C:3]=1[N:20]=[CH:22][N:12]2[C:13]1[CH:18]=[CH:17][C:16]([Cl:19])=[CH:15][CH:14]=1. Given the reactants [Cl:1][C:2]1[N:7]=[C:6]([S:8][CH2:9][CH2:10][CH3:11])[N:5]=[C:4]([NH:12][C:13]2[CH:18]=[CH:17][C:16]([Cl:19])=[CH:15][CH:14]=2)[C:3]=1[NH2:20].O.[CH3:22]CCC(C)C, predict the reaction product. (5) Given the reactants Br[C:2]1[N:3]=[C:4]([N:9]2[CH2:14][CH2:13][CH2:12][CH2:11][CH2:10]2)[C:5]([NH2:8])=[N:6][CH:7]=1.[N:15]1[CH:20]=[CH:19][C:18](B(O)O)=[CH:17][CH:16]=1, predict the reaction product. The product is: [N:9]1([C:4]2[C:5]([NH2:8])=[N:6][CH:7]=[C:2]([C:18]3[CH:19]=[CH:20][N:15]=[CH:16][CH:17]=3)[N:3]=2)[CH2:14][CH2:13][CH2:12][CH2:11][CH2:10]1. (6) Given the reactants [NH:1]1[C:9]2[CH2:8][CH2:7][CH2:6][CH2:5][C:4]=2[C:3](C(O)=O)=[N:2]1.C(=O)(O)[O-].[Na+].[I-:18].[Na+].II, predict the reaction product. The product is: [I:18][C:3]1[C:4]2[CH2:5][CH2:6][CH2:7][CH2:8][C:9]=2[NH:1][N:2]=1.